From a dataset of NCI-60 drug combinations with 297,098 pairs across 59 cell lines. Regression. Given two drug SMILES strings and cell line genomic features, predict the synergy score measuring deviation from expected non-interaction effect. Drug 1: CC1OCC2C(O1)C(C(C(O2)OC3C4COC(=O)C4C(C5=CC6=C(C=C35)OCO6)C7=CC(=C(C(=C7)OC)O)OC)O)O. Drug 2: CC1C(C(=O)NC(C(=O)N2CCCC2C(=O)N(CC(=O)N(C(C(=O)O1)C(C)C)C)C)C(C)C)NC(=O)C3=C4C(=C(C=C3)C)OC5=C(C(=O)C(=C(C5=N4)C(=O)NC6C(OC(=O)C(N(C(=O)CN(C(=O)C7CCCN7C(=O)C(NC6=O)C(C)C)C)C)C(C)C)C)N)C. Cell line: K-562. Synergy scores: CSS=39.1, Synergy_ZIP=1.02, Synergy_Bliss=3.21, Synergy_Loewe=5.42, Synergy_HSA=5.45.